Dataset: CYP2D6 inhibition data for predicting drug metabolism from PubChem BioAssay. Task: Regression/Classification. Given a drug SMILES string, predict its absorption, distribution, metabolism, or excretion properties. Task type varies by dataset: regression for continuous measurements (e.g., permeability, clearance, half-life) or binary classification for categorical outcomes (e.g., BBB penetration, CYP inhibition). Dataset: cyp2d6_veith. (1) The drug is O=S(=O)(c1cccs1)N1CN(Cc2ccc(Cl)cc2)c2nc3ccccc3nc21. The result is 1 (inhibitor). (2) The drug is Cc1cc(NS(=O)(=O)c2ccc(NC(=O)CN3C(=O)c4ccccc4C3=O)cc2)nc(C)n1. The result is 0 (non-inhibitor). (3) The compound is O=C1[C@H]2CC[C@@H]3/C(=N\OC[C@@H](O)COCc4ccco4)C[C@@H](O)[C@@H](O)[C@@H]3[C@@H]2C(=O)N1Cc1ccc2c(c1)OCO2. The result is 0 (non-inhibitor). (4) The compound is CC(=NCc1ccco1)c1c(O)n(-c2ccccc2)c(=O)[nH]c1=O. The result is 0 (non-inhibitor). (5) The compound is COCCn1c(=O)c(C)nc2cncnc21. The result is 0 (non-inhibitor). (6) The drug is C[C@@H](Cc1ccc(C=O)cc1)NC[C@@H](O)c1ccc(O)c(NCO)c1. The result is 1 (inhibitor).